This data is from Forward reaction prediction with 1.9M reactions from USPTO patents (1976-2016). The task is: Predict the product of the given reaction. (1) Given the reactants [Br:1][C:2]1[N:7]=[C:6]([NH2:8])[CH:5]=[CH:4][CH:3]=1.[H-].[Na+].CS(O[CH2:16][CH:17]1[CH2:22][O:21][CH2:20][C:19]([CH3:24])([CH3:23])[O:18]1)(=O)=O, predict the reaction product. The product is: [Br:1][C:2]1[N:7]=[C:6]([NH:8][CH2:16][CH:17]2[CH2:22][O:21][CH2:20][C:19]([CH3:24])([CH3:23])[O:18]2)[CH:5]=[CH:4][CH:3]=1. (2) Given the reactants [CH3:1][NH:2][C:3]1[CH:4]=[N:5][CH:6]=[CH:7][C:8]=1[C:9]1[CH:14]=[CH:13][CH:12]=[CH:11][C:10]=1[CH3:15].[N+:16]([C:19]1[CH:20]=[C:21]([CH:25]=[C:26]([C:28]([F:31])([F:30])[F:29])[CH:27]=1)[C:22](O)=[O:23])([O-:18])=[O:17], predict the reaction product. The product is: [CH3:1][N:2]([C:3]1[CH:4]=[N:5][CH:6]=[CH:7][C:8]=1[C:9]1[CH:14]=[CH:13][CH:12]=[CH:11][C:10]=1[CH3:15])[C:22](=[O:23])[C:21]1[CH:25]=[C:26]([C:28]([F:31])([F:30])[F:29])[CH:27]=[C:19]([N+:16]([O-:18])=[O:17])[CH:20]=1. (3) Given the reactants I[C:2]1[CH:7]=[CH:6][CH:5]=[CH:4][C:3]=1[N+:8]([O-])=O.[CH3:11][O:12][C:13]1[CH:18]=[CH:17][CH:16]=[CH:15][C:14]=1[NH:19][C:20](=O)[CH3:21], predict the reaction product. The product is: [CH3:11][O:12][C:13]1[CH:18]=[CH:17][CH:16]=[CH:15][C:14]=1[N:19]1[C:2]2[CH:7]=[CH:6][CH:5]=[CH:4][C:3]=2[N:8]=[C:20]1[CH3:21].